This data is from Catalyst prediction with 721,799 reactions and 888 catalyst types from USPTO. The task is: Predict which catalyst facilitates the given reaction. (1) Reactant: [CH3:1][O:2][C:3]1[CH:10]=[CH:9][C:6]([CH2:7][Cl:8])=[CH:5][CH:4]=1.[F:11][C:12]1[N:17]=[CH:16][C:15]([CH:18]2[C:22]3[C:23]([CH3:35])=[C:24]([N:29]4[CH2:34][CH2:33][NH:32][CH2:31][CH2:30]4)[C:25]([CH3:28])=[C:26]([CH3:27])[C:21]=3[O:20][C:19]2([CH3:37])[CH3:36])=[CH:14][CH:13]=1.C(=O)([O-])[O-].[K+].[K+].O. Product: [ClH:8].[ClH:8].[F:11][C:12]1[N:17]=[CH:16][C:15]([CH:18]2[C:22]3[C:23]([CH3:35])=[C:24]([N:29]4[CH2:30][CH2:31][N:32]([CH2:7][C:6]5[CH:9]=[CH:10][C:3]([O:2][CH3:1])=[CH:4][CH:5]=5)[CH2:33][CH2:34]4)[C:25]([CH3:28])=[C:26]([CH3:27])[C:21]=3[O:20][C:19]2([CH3:37])[CH3:36])=[CH:14][CH:13]=1. The catalyst class is: 3. (2) Reactant: [I:1][CH2:2][C@@H:3]1[C@@H:7]([CH2:8][OH:9])[O:6][C@@H:5]([N:10]2[CH:17]=[C:16]([CH3:18])[C:14](=[O:15])[NH:13][C:11]2=[O:12])[C@@H:4]1[O:19][CH2:20][CH2:21][O:22][CH3:23].C(N([CH:30]([CH3:32])[CH3:31])CC)(C)C.[CH2:33]([C:42](Cl)([C:49]1[CH:54]=[CH:53][CH:52]=[CH:51][CH:50]=1)[C:43]1[CH:48]=[CH:47][CH:46]=[CH:45][CH:44]=1)[C:34]1C=CC(OC)=C[CH:35]=1.[C:56](OCC)(=[O:58])C. Product: [CH3:56][O:58][C:31]1[CH:30]=[CH:32][C:33]([C:42]([O:9][CH2:8][C@H:7]2[O:6][C@@H:5]([N:10]3[CH:17]=[C:16]([CH3:18])[C:14](=[O:15])[NH:13][C:11]3=[O:12])[C@H:4]([O:19][CH2:20][CH2:21][O:22][CH3:23])[C@@H:3]2[CH2:2][I:1])([C:43]2[CH:44]=[CH:45][CH:46]=[CH:47][CH:48]=2)[C:49]2[CH:50]=[CH:51][CH:52]=[CH:53][CH:54]=2)=[CH:34][CH:35]=1. The catalyst class is: 1. (3) Reactant: [C:1]([NH:4][C:5]1[CH:6]=[C:7](B(O)O)[CH:8]=[CH:9][CH:10]=1)(=[O:3])[CH3:2].C(=O)([O-])[O-].[Na+].[Na+].[ClH:20].[N:21]12[CH2:28][CH2:27][CH:24]([CH2:25][CH2:26]1)[CH:23]([CH2:29][C:30]([NH:32][C:33]1[CH:38]=[CH:37][C:36](Br)=[CH:35][CH:34]=1)=[O:31])[CH2:22]2. Product: [ClH:20].[C:1]([NH:4][C:5]1[CH:6]=[C:7]([C:36]2[CH:35]=[CH:34][C:33]([NH:32][C:30](=[O:31])[CH2:29][CH:23]3[CH:24]4[CH2:25][CH2:26][N:21]([CH2:28][CH2:27]4)[CH2:22]3)=[CH:38][CH:37]=2)[CH:8]=[CH:9][CH:10]=1)(=[O:3])[CH3:2]. The catalyst class is: 151.